Dataset: Reaction yield outcomes from USPTO patents with 853,638 reactions. Task: Predict the reaction yield, written as a fraction of the theoretical maximum amount of product (1.0 means a 100% yield; for example, 0.34 means a 34% yield). (1) The reactants are [O:1]1[CH2:6]COC[CH2:2]1.O.C(=O)([O-])[O-].[Cs+].[Cs+].C1(P(C2CCCCC2)C2C=[CH:25][CH:24]=[CH:23][C:22]=2[C:27]2[C:32](OC)=[CH:31][CH:30]=[CH:29][C:28]=2OC)CCCCC1. The catalyst is C([O-])(=O)C.[Pd+2].C([O-])(=O)C.ClCCl. The product is [CH2:2]1[C:24]2[CH:25]=[C:28]3[C:27](=[CH:22][C:23]=2[CH2:6][O:1]1)[CH:32]=[CH:31][CH:30]=[CH:29]3. The yield is 0.670. (2) The reactants are Cl.[NH:2]1[CH2:7][CH2:6][CH:5]([C:8]([C:10]2[C:11]3[CH:18]=[CH:17][NH:16][C:12]=3[N:13]=[CH:14][N:15]=2)=[O:9])[CH2:4][CH2:3]1.[F:19][C:20]([F:30])([F:29])[C:21]1[CH:28]=[CH:27][C:24]([CH2:25]Br)=[CH:23][CH:22]=1.C(N(CC)C(C)C)(C)C.[Cl-].[NH4+]. The catalyst is C(#N)C.O. The product is [N:13]1[C:12]2[NH:16][CH:17]=[CH:18][C:11]=2[C:10]([C:8]([CH:5]2[CH2:6][CH2:7][N:2]([CH2:25][C:24]3[CH:23]=[CH:22][C:21]([C:20]([F:19])([F:29])[F:30])=[CH:28][CH:27]=3)[CH2:3][CH2:4]2)=[O:9])=[N:15][CH:14]=1. The yield is 0.750. (3) The yield is 0.739. The reactants are C1C(=O)N([Br:8])C(=O)C1.[S:9]1[CH:13]=[CH:12][N:11]=[C:10]1[NH:14][C:15](=[O:21])[O:16][C:17]([CH3:20])([CH3:19])[CH3:18]. The catalyst is C1COCC1. The product is [Br:8][C:13]1[S:9][C:10]([NH:14][C:15](=[O:21])[O:16][C:17]([CH3:18])([CH3:20])[CH3:19])=[N:11][CH:12]=1. (4) The reactants are [CH2:1]([C:4]1[C:8]([CH2:9][CH2:10][CH2:11][CH2:12][OH:13])=[CH:7][N:6]([C:14]2[CH:19]=[CH:18][C:17]([C:20]([F:23])([F:22])[F:21])=[CH:16][N:15]=2)[N:5]=1)[CH2:2][CH3:3].O[C:25]1[CH:26]=[C:27]([CH2:31][C:32]([O:34]C)=[O:33])[CH:28]=[CH:29][CH:30]=1.C(P(CCCC)CCCC)CCC.N(C(N1CCCCC1)=O)=NC(N1CCCCC1)=O. The catalyst is O1CCCC1. The product is [CH2:1]([C:4]1[C:8]([CH2:9][CH2:10][CH2:11][CH2:12][O:13][C:25]2[CH:26]=[C:27]([CH2:31][C:32]([OH:34])=[O:33])[CH:28]=[CH:29][CH:30]=2)=[CH:7][N:6]([C:14]2[CH:19]=[CH:18][C:17]([C:20]([F:22])([F:21])[F:23])=[CH:16][N:15]=2)[N:5]=1)[CH2:2][CH3:3]. The yield is 0.470. (5) The reactants are [NH:1]1[CH2:5][CH2:4][CH2:3][CH2:2]1.C(N(CC)CC)C.Br[CH2:14][C:15]1[CH:20]=[CH:19][C:18]([N+:21]([O-:23])=[O:22])=[C:17]([O:24][CH3:25])[CH:16]=1. The catalyst is C1COCC1. The product is [CH3:25][O:24][C:17]1[CH:16]=[C:15]([CH:20]=[CH:19][C:18]=1[N+:21]([O-:23])=[O:22])[CH2:14][N:1]1[CH2:5][CH2:4][CH2:3][CH2:2]1. The yield is 0.940. (6) The reactants are [OH:1][C:2]1[C:11]2[C:6](=[CH:7][CH:8]=[CH:9][CH:10]=2)[CH:5]=[CH:4][C:3]=1[C:12]([OH:14])=O.[F:15][C:16]([F:29])([F:28])[C:17]1[CH:18]=[C:19]([CH:21]=[C:22]([C:24]([F:27])([F:26])[F:25])[CH:23]=1)[NH2:20]. No catalyst specified. The product is [F:15][C:16]([F:28])([F:29])[C:17]1[CH:18]=[C:19]([NH:20][C:12]([C:3]2[CH:4]=[CH:5][C:6]3[C:11](=[CH:10][CH:9]=[CH:8][CH:7]=3)[C:2]=2[OH:1])=[O:14])[CH:21]=[C:22]([C:24]([F:25])([F:27])[F:26])[CH:23]=1. The yield is 0.0650. (7) The reactants are [Br:1][C:2]1[CH:3]=[CH:4][C:5]([F:17])=[C:6](/[C:8](=[N:10]/[S@@:11]([C:13]([CH3:16])([CH3:15])[CH3:14])=[O:12])/[CH3:9])[CH:7]=1.[Cl-].[C:19]([O:23][C:24](=[O:27])[CH2:25][Zn+])([CH3:22])([CH3:21])[CH3:20]. The catalyst is C1COCC1. The product is [Br:1][C:2]1[CH:3]=[CH:4][C:5]([F:17])=[C:6]([C@:8]([NH:10][S@@:11]([C:13]([CH3:16])([CH3:15])[CH3:14])=[O:12])([CH3:9])[CH2:25][C:24]([O:23][C:19]([CH3:22])([CH3:21])[CH3:20])=[O:27])[CH:7]=1. The yield is 1.07. (8) The reactants are C([N:8]1[CH2:13][CH2:12][N:11]([C:14]2[C:15]3[S:22][CH:21]=[CH:20][C:16]=3[N:17]([CH3:19])[N:18]=2)[CH2:10][CH2:9]1)C1C=CC=CC=1.ClC(OC(Cl)=O)C. The catalyst is C(Cl)Cl. The product is [CH3:19][N:17]1[C:16]2[CH:20]=[CH:21][S:22][C:15]=2[C:14]([N:11]2[CH2:10][CH2:9][NH:8][CH2:13][CH2:12]2)=[N:18]1. The yield is 0.800.